From a dataset of Full USPTO retrosynthesis dataset with 1.9M reactions from patents (1976-2016). Predict the reactants needed to synthesize the given product. Given the product [Br:9][C:6]1[S:5][C:4]([C:1](=[O:3])[CH:2]=[CH:17][C:16]2[CH:19]=[CH:20][C:13]([N+:10]([O-:12])=[O:11])=[CH:14][CH:15]=2)=[CH:8][CH:7]=1, predict the reactants needed to synthesize it. The reactants are: [C:1]([C:4]1[S:5][C:6]([Br:9])=[CH:7][CH:8]=1)(=[O:3])[CH3:2].[N+:10]([C:13]1[CH:20]=[CH:19][C:16]([CH:17]=O)=[CH:15][CH:14]=1)([O-:12])=[O:11].[OH-].[K+].